From a dataset of Forward reaction prediction with 1.9M reactions from USPTO patents (1976-2016). Predict the product of the given reaction. (1) Given the reactants [N:1]12[CH2:8][CH2:7][CH:4]([CH2:5][CH2:6]1)[C@@H:3]([O:9][C:10]([C:12]1([C:19]3[CH:24]=[CH:23][CH:22]=[C:21]([F:25])[CH:20]=3)[CH2:18][CH2:17][CH2:16][CH2:15][CH2:14][CH2:13]1)=[O:11])[CH2:2]2.[Br:26][CH2:27][C:28]([NH:30][C:31]1[CH:35]=[CH:34][O:33][N:32]=1)=[O:29], predict the reaction product. The product is: [Br-:26].[F:25][C:21]1[CH:20]=[C:19]([C:12]2([C:10]([O:9][C@@H:3]3[CH:4]4[CH2:5][CH2:6][N+:1]([CH2:27][C:28](=[O:29])[NH:30][C:31]5[CH:35]=[CH:34][O:33][N:32]=5)([CH2:8][CH2:7]4)[CH2:2]3)=[O:11])[CH2:18][CH2:17][CH2:16][CH2:15][CH2:14][CH2:13]2)[CH:24]=[CH:23][CH:22]=1. (2) Given the reactants [Cl:1][C:2]1[CH:3]=[C:4]([C:16]([NH:18][C@H:19]([C:21]2[CH:29]=[CH:28][C:24]([C:25]([OH:27])=[O:26])=[CH:23][CH:22]=2)[CH3:20])=[O:17])[C:5](OC2C=CC=C(F)C=2)=[N:6][CH:7]=1.[Cl:30][C:31]1[CH:36]=[C:35]([F:37])[CH:34]=[CH:33][C:32]=1[OH:38], predict the reaction product. The product is: [Cl:1][C:2]1[CH:3]=[C:4]([C:16]([NH:18][C@H:19]([C:21]2[CH:29]=[CH:28][C:24]([C:25]([OH:27])=[O:26])=[CH:23][CH:22]=2)[CH3:20])=[O:17])[C:5]([O:38][C:32]2[CH:33]=[CH:34][C:35]([F:37])=[CH:36][C:31]=2[Cl:30])=[N:6][CH:7]=1. (3) Given the reactants [Cl:1][C:2]1[CH:3]=[C:4]([OH:9])[CH:5]=[CH:6][C:7]=1[Cl:8].F[C:11]1[CH:16]=[CH:15][C:14]([N+:17]([O-:19])=[O:18])=[CH:13][C:12]=1[O:20][CH3:21].C(=O)([O-])[O-].[K+].[K+], predict the reaction product. The product is: [Cl:8][C:7]1[CH:6]=[CH:5][C:4]([O:9][C:11]2[CH:16]=[CH:15][C:14]([N+:17]([O-:19])=[O:18])=[CH:13][C:12]=2[O:20][CH3:21])=[CH:3][C:2]=1[Cl:1]. (4) Given the reactants [Cl:1][C:2]1[N:7]=[CH:6][C:5]([CH2:8][C:9]([NH:11][C:12]2[CH:17]=[CH:16][C:15]([CH3:18])=[CH:14][CH:13]=2)=O)=[CH:4][CH:3]=1.B.O1CCCC1, predict the reaction product. The product is: [Cl:1][C:2]1[N:7]=[CH:6][C:5]([CH2:8][CH2:9][NH:11][C:12]2[CH:13]=[CH:14][C:15]([CH3:18])=[CH:16][CH:17]=2)=[CH:4][CH:3]=1. (5) Given the reactants [CH2:1]([O:8]CCCCCCCN)[C:2]1[CH:7]=[CH:6][CH:5]=[CH:4][CH:3]=1.[BH3-][C:18]#[N:19].[Na+].Cl.CN([C:33]1[CH:38]=[CH:37][C:36](N=N[C:33]2[CH:34]=[CH:35][C:36](S(O)(=O)=O)=[CH:37][CH:38]=2)=[CH:35][CH:34]=1)C.Cl[CH2:44]Cl, predict the reaction product. The product is: [CH2:1]([O:8][NH:19][CH2:18][CH2:44][CH2:38][CH2:37][CH2:36][CH2:35][CH2:34][CH3:33])[C:2]1[CH:3]=[CH:4][CH:5]=[CH:6][CH:7]=1.